This data is from Reaction yield outcomes from USPTO patents with 853,638 reactions. The task is: Predict the reaction yield, written as a fraction of the theoretical maximum amount of product (1.0 means a 100% yield; for example, 0.34 means a 34% yield). The reactants are [CH3:1][O:2][C:3]1[CH:4]=[C:5]2[C:9](=[CH:10][CH:11]=1)[NH:8][C:7]([C:12]1[C:13]([CH3:19])=[N:14][N:15]([CH3:18])[C:16]=1[CH3:17])=[C:6]2[CH:20]=O.[CH3:22][NH:23][C:24]([NH:26][C:27]1[CH:28]=[CH:29][C:30]2[O:34][CH2:33][C:32](=[O:35])[C:31]=2[CH:36]=1)=[O:25].CCOC(C)=O. The yield is 0.350. The catalyst is Cl.CCO. The product is [CH3:1][O:2][C:3]1[CH:4]=[C:5]2[C:9](=[CH:10][CH:11]=1)[NH:8][C:7]([C:12]1[C:13]([CH3:19])=[N:14][N:15]([CH3:18])[C:16]=1[CH3:17])=[C:6]2/[CH:20]=[C:33]1\[O:34][C:30]2[CH:29]=[CH:28][C:27]([NH:26][C:24]([NH:23][CH3:22])=[O:25])=[CH:36][C:31]=2[C:32]\1=[O:35].